Dataset: Aqueous solubility values for 9,982 compounds from the AqSolDB database. Task: Regression/Classification. Given a drug SMILES string, predict its absorption, distribution, metabolism, or excretion properties. Task type varies by dataset: regression for continuous measurements (e.g., permeability, clearance, half-life) or binary classification for categorical outcomes (e.g., BBB penetration, CYP inhibition). For this dataset (solubility_aqsoldb), we predict Y. (1) The molecule is CN[C@@H](Cc1ccc(O)cc1)C(=O)O. The Y is -2.13 log mol/L. (2) The drug is O=C([O-])c1cc2ccccc2c(N=Nc2ccc3ccccc3c2S(=O)(=O)[O-])c1[O-].[H+].[Mn+2]. The Y is -7.68 log mol/L. (3) The molecule is CC(C)=NNC(=N)N1Cc2cccc3cccc(c23)C1. The Y is -2.48 log mol/L. (4) The compound is NC(Cc1ccc(O)cc1)C(=O)NCC(=O)NCC(=O)O. The Y is -1.47 log mol/L. (5) The drug is CC(CN)CCCN. The Y is -1.33 log mol/L. (6) The compound is [Br-].[H+]. The Y is 1.38 log mol/L. (7) The molecule is [Si]. The Y is -5.66 log mol/L.